This data is from Reaction yield outcomes from USPTO patents with 853,638 reactions. The task is: Predict the reaction yield, written as a fraction of the theoretical maximum amount of product (1.0 means a 100% yield; for example, 0.34 means a 34% yield). (1) The reactants are [F:1][C:2]1[C:3]([NH:20][C:21]2[CH:26]=[CH:25][C:24](I)=[CH:23][C:22]=2[F:28])=[C:4]([C:9]2[O:13][C:12]([NH:14][CH2:15][C@@H:16]([OH:19])[CH2:17][OH:18])=[N:11][N:10]=2)[CH:5]=[CH:6][C:7]=1[F:8].C(N(CC)CC)C.[CH3:36][Si:37]([C:40]#[CH:41])([CH3:39])[CH3:38]. The catalyst is O1CCCC1.Cl[Pd](Cl)([P](C1C=CC=CC=1)(C1C=CC=CC=1)C1C=CC=CC=1)[P](C1C=CC=CC=1)(C1C=CC=CC=1)C1C=CC=CC=1.[Cu]I. The product is [F:1][C:2]1[C:3]([NH:20][C:21]2[CH:26]=[CH:25][C:24]([C:41]#[C:40][Si:37]([CH3:39])([CH3:38])[CH3:36])=[CH:23][C:22]=2[F:28])=[C:4]([C:9]2[O:13][C:12]([NH:14][CH2:15][C@@H:16]([OH:19])[CH2:17][OH:18])=[N:11][N:10]=2)[CH:5]=[CH:6][C:7]=1[F:8]. The yield is 0.800. (2) The reactants are [CH3:1][O-:2].[Na+].Cl[C:5]1[N:6]=[N:7][C:8]([Cl:17])=[CH:9][C:10]=1[N:11]1[CH2:16][CH2:15][O:14][CH2:13][CH2:12]1. The yield is 0.710. The catalyst is CO. The product is [Cl:17][C:8]1[N:7]=[N:6][C:5]([O:2][CH3:1])=[C:10]([N:11]2[CH2:16][CH2:15][O:14][CH2:13][CH2:12]2)[CH:9]=1. (3) The reactants are [OH:1][C@H:2]([C@@H:6]([OH:10])[C:7]([OH:9])=[O:8])[C:3]([OH:5])=[O:4].[Br:11][C:12]1[CH:30]=[N:29][C:15]2[N:16]=[C:17]([N:23]3[CH2:26][CH:25]([NH:27][CH3:28])[CH2:24]3)[C:18]3[N:19]([CH:20]=[N:21][N:22]=3)[C:14]=2[CH:13]=1. The catalyst is C(O)C. The product is [OH:1][C@H:2]([C@@H:6]([OH:10])[C:7]([OH:9])=[O:8])[C:3]([OH:5])=[O:4].[Br:11][C:12]1[CH:30]=[N:29][C:15]2[N:16]=[C:17]([N:23]3[CH2:26][CH:25]([NH:27][CH3:28])[CH2:24]3)[C:18]3[N:19]([CH:20]=[N:21][N:22]=3)[C:14]=2[CH:13]=1. The yield is 0.860. (4) The reactants are [F:1][C:2]1[C:3]([N+:16]([O-])=O)=[CH:4][C:5]([N+:13]([O-])=O)=[C:6](/[CH:8]=[CH:9]/N(C)C)[CH:7]=1. The catalyst is [Ni].CCO. The product is [F:1][C:2]1[CH:7]=[C:6]2[C:5](=[CH:4][C:3]=1[NH2:16])[NH:13][CH:9]=[CH:8]2. The yield is 0.160.